From a dataset of Forward reaction prediction with 1.9M reactions from USPTO patents (1976-2016). Predict the product of the given reaction. (1) Given the reactants Cl.[C:2]([C:4]1[C:5]([O:33][CH:34]([CH3:36])[CH3:35])=[CH:6][C:7]([NH:10][C:11]([N:13]2[C:22]3[C:17](=[CH:18][C:19]([CH:28]4[CH2:32][CH2:31][O:30][CH2:29]4)=[C:20]([CH:23](OC)[O:24]C)[N:21]=3)[CH2:16][CH2:15][CH2:14]2)=[O:12])=[N:8][CH:9]=1)#[N:3].C([O-])(O)=O.[Na+], predict the reaction product. The product is: [C:2]([C:4]1[C:5]([O:33][CH:34]([CH3:36])[CH3:35])=[CH:6][C:7]([NH:10][C:11]([N:13]2[C:22]3[C:17](=[CH:18][C:19]([CH:28]4[CH2:32][CH2:31][O:30][CH2:29]4)=[C:20]([CH:23]=[O:24])[N:21]=3)[CH2:16][CH2:15][CH2:14]2)=[O:12])=[N:8][CH:9]=1)#[N:3]. (2) Given the reactants [C:1]1([CH2:9][OH:10])[CH:6]=[CH:5][CH:4]=[C:3]([CH2:7][OH:8])[CH:2]=1.[H-].[Na+].[Si:13](Cl)([C:16]([CH3:19])([CH3:18])[CH3:17])([CH3:15])[CH3:14], predict the reaction product. The product is: [Si:13]([O:8][CH2:7][C:3]1[CH:2]=[C:1]([CH2:9][OH:10])[CH:6]=[CH:5][CH:4]=1)([C:16]([CH3:19])([CH3:18])[CH3:17])([CH3:15])[CH3:14]. (3) Given the reactants [O:1]1[C:10]2[CH:9]=[C:8]([CH2:11][N:12]([CH:20]3[CH2:25][CH2:24][N:23]([CH2:26][CH2:27][N:28]4[C:37]5[C:32](=[N:33][CH:34]=[C:35]([F:38])[CH:36]=5)[CH:31]=[CH:30][C:29]4=[O:39])[CH2:22][CH2:21]3)C(=O)OC(C)(C)C)[N:7]=[CH:6][C:5]=2[O:4][CH2:3][CH2:2]1.O.C(OCC)(=O)C.[OH-].[Na+], predict the reaction product. The product is: [O:1]1[C:10]2[CH:9]=[C:8]([CH2:11][NH:12][CH:20]3[CH2:25][CH2:24][N:23]([CH2:26][CH2:27][N:28]4[C:37]5[C:32](=[N:33][CH:34]=[C:35]([F:38])[CH:36]=5)[CH:31]=[CH:30][C:29]4=[O:39])[CH2:22][CH2:21]3)[N:7]=[CH:6][C:5]=2[O:4][CH2:3][CH2:2]1. (4) The product is: [Br:1][C:2]1[C:3]([O:20][CH3:19])=[C:4]([C:16]#[N:17])[C:5](=[O:15])[N:6]([CH:8]2[CH2:13][CH2:12][CH2:11][CH2:10][CH:9]2[CH3:14])[CH:7]=1. Given the reactants [Br:1][C:2]1[C:3](Cl)=[C:4]([C:16]#[N:17])[C:5](=[O:15])[N:6]([CH:8]2[CH2:13][CH2:12][CH2:11][CH2:10][CH:9]2[CH3:14])[CH:7]=1.[CH3:19][OH:20].C[O-].[Na+], predict the reaction product. (5) Given the reactants [CH3:1][O:2][C:3]1[CH:4]=[C:5]2[C:10](=[CH:11][C:12]=1[O:13][CH3:14])[N:9]=[CH:8][CH:7]=[C:6]2[O:15][C:16]1[CH:22]=[CH:21][C:19]([NH2:20])=[CH:18][C:17]=1[CH3:23].C(N(CC)CC)C.ClC(Cl)(O[C:35](=[O:41])OC(Cl)(Cl)Cl)Cl.[CH2:43]([N:45]([CH2:49][CH3:50])[CH2:46][CH2:47][NH2:48])[CH3:44], predict the reaction product. The product is: [CH2:43]([N:45]([CH2:49][CH3:50])[CH2:46][CH2:47][NH:48][C:35]([NH:20][C:19]1[CH:21]=[CH:22][C:16]([O:15][C:6]2[C:5]3[C:10](=[CH:11][C:12]([O:13][CH3:14])=[C:3]([O:2][CH3:1])[CH:4]=3)[N:9]=[CH:8][CH:7]=2)=[C:17]([CH3:23])[CH:18]=1)=[O:41])[CH3:44]. (6) Given the reactants [CH3:1][C:2]1([CH3:23])[CH2:6][NH:5][C@@H:4]([C:7]([NH:9][C:10]2([C:13]3[CH:22]=[CH:21][C:16]([C:17]([O:19][CH3:20])=[O:18])=[CH:15][CH:14]=3)[CH2:12][CH2:11]2)=[O:8])[CH2:3]1.[F:24][C:25]([F:35])([F:34])[C:26]1[CH:33]=[CH:32][C:29]([CH2:30]Br)=[CH:28][CH:27]=1.C([O-])([O-])=O.[Cs+].[Cs+], predict the reaction product. The product is: [CH3:1][C:2]1([CH3:23])[CH2:6][N:5]([CH2:30][C:29]2[CH:28]=[CH:27][C:26]([C:25]([F:24])([F:34])[F:35])=[CH:33][CH:32]=2)[C@@H:4]([C:7]([NH:9][C:10]2([C:13]3[CH:14]=[CH:15][C:16]([C:17]([O:19][CH3:20])=[O:18])=[CH:21][CH:22]=3)[CH2:12][CH2:11]2)=[O:8])[CH2:3]1. (7) The product is: [F:23][C:19]1[CH:18]=[C:17]([CH:12]2[N:11]([C:8]3[CH:9]=[CH:10][C:5]4[N:6]([C:2]([C:32]5[CH:40]=[C:39]6[C:35]([CH2:36][C:37](=[O:41])[NH:38]6)=[CH:34][CH:33]=5)=[CH:3][N:4]=4)[N:7]=3)[CH2:16][CH2:15][O:14][CH2:13]2)[CH:22]=[CH:21][CH:20]=1. Given the reactants Br[C:2]1[N:6]2[N:7]=[C:8]([N:11]3[CH2:16][CH2:15][O:14][CH2:13][CH:12]3[C:17]3[CH:22]=[CH:21][CH:20]=[C:19]([F:23])[CH:18]=3)[CH:9]=[CH:10][C:5]2=[N:4][CH:3]=1.CC1(C)C(C)(C)OB([C:32]2[CH:40]=[C:39]3[C:35]([CH2:36][C:37](=[O:41])[NH:38]3)=[CH:34][CH:33]=2)O1, predict the reaction product.